This data is from Reaction yield outcomes from USPTO patents with 853,638 reactions. The task is: Predict the reaction yield, written as a fraction of the theoretical maximum amount of product (1.0 means a 100% yield; for example, 0.34 means a 34% yield). (1) The reactants are [C:1]([CH2:3][C:4]([N:6]([CH2:15][CH2:16][C:17]([O:19]CC)=O)[C:7]1[CH:12]=[CH:11][C:10]([Cl:13])=[C:9]([Cl:14])[CH:8]=1)=[O:5])#[N:2].N1(C2CCCCCCCCCC2)CCCN=CCCCCC1. The catalyst is CO. The product is [Cl:14][C:9]1[CH:8]=[C:7]([N:6]2[CH2:15][CH2:16][C:17]([OH:19])=[C:3]([C:1]#[N:2])[C:4]2=[O:5])[CH:12]=[CH:11][C:10]=1[Cl:13]. The yield is 0.650. (2) The reactants are [Cl:1][C:2]1[CH:3]=[C:4]2[C:9](=[CH:10][C:11]=1[O:12][C:13]1[CH:18]=[CH:17][C:16]([C:19](=[O:34])[NH:20][C:21]3[CH:26]=[CH:25][C:24]([C:27]4[CH:32]=[CH:31][C:30]([Cl:33])=[CH:29][CH:28]=4)=[CH:23][N:22]=3)=[CH:15][CH:14]=1)[O:8][CH2:7][CH2:6][CH:5]2[C:35]([O:37]CC)=[O:36].[OH-].[Na+].C(O)C. The catalyst is C1COCC1.C(OCC)(=O)C.Cl. The product is [Cl:1][C:2]1[CH:3]=[C:4]2[C:9](=[CH:10][C:11]=1[O:12][C:13]1[CH:14]=[CH:15][C:16]([C:19](=[O:34])[NH:20][C:21]3[CH:26]=[CH:25][C:24]([C:27]4[CH:32]=[CH:31][C:30]([Cl:33])=[CH:29][CH:28]=4)=[CH:23][N:22]=3)=[CH:17][CH:18]=1)[O:8][CH2:7][CH2:6][CH:5]2[C:35]([OH:37])=[O:36]. The yield is 0.950.